Dataset: Reaction yield outcomes from USPTO patents with 853,638 reactions. Task: Predict the reaction yield, written as a fraction of the theoretical maximum amount of product (1.0 means a 100% yield; for example, 0.34 means a 34% yield). (1) The product is [CH2:1]([C:3]1[N:8]([C:9]2[CH:10]=[CH:11][C:12]([O:15][CH:16]3[CH2:20][CH2:19][CH2:18][C:17]3=[O:21])=[CH:13][CH:14]=2)[C:7](=[O:22])[C:6]([CH2:23][C:24]2[CH:29]=[CH:28][C:27]([C:30]3[CH:35]=[CH:34][CH:33]=[CH:32][C:31]=3[C:36]3[NH:40][C:39](=[O:41])[O:38][N:37]=3)=[CH:26][CH:25]=2)=[C:5]([CH2:42][CH2:43][CH3:44])[N:4]=1)[CH3:2]. The yield is 0.650. The catalyst is ClCCl.O. The reactants are [CH2:1]([C:3]1[N:8]([C:9]2[CH:14]=[CH:13][C:12]([O:15][CH:16]3[CH2:20][CH2:19][CH2:18][C@H:17]3[OH:21])=[CH:11][CH:10]=2)[C:7](=[O:22])[C:6]([CH2:23][C:24]2[CH:29]=[CH:28][C:27]([C:30]3[CH:35]=[CH:34][CH:33]=[CH:32][C:31]=3[C:36]3[NH:40][C:39](=[O:41])[O:38][N:37]=3)=[CH:26][CH:25]=2)=[C:5]([CH2:42][CH2:43][CH3:44])[N:4]=1)[CH3:2].CC(OI1(OC(C)=O)(OC(C)=O)OC(=O)C2C1=CC=CC=2)=O.C(OCC)(=O)C.S([O-])([O-])(=O)=S.[Na+].[Na+]. (2) The reactants are [OH:1][CH2:2][C:3]1[CH:11]=[CH:10][C:6]([C:7]([OH:9])=O)=[CH:5][CH:4]=1.C(Cl)CCl.C1C=C2N=NN(O)C2=CC=1.O.[Cl:27][C:28]1[CH:29]=[C:30]([CH:35]=[CH:36][C:37]=1[O:38][CH:39]([CH3:41])[CH3:40])/[C:31](=[N:33]/O)/[NH2:32]. The catalyst is CN(C=O)C. The product is [Cl:27][C:28]1[CH:29]=[C:30]([C:31]2[N:33]=[C:7]([C:6]3[CH:5]=[CH:4][C:3]([CH2:2][OH:1])=[CH:11][CH:10]=3)[O:9][N:32]=2)[CH:35]=[CH:36][C:37]=1[O:38][CH:39]([CH3:41])[CH3:40]. The yield is 0.710. (3) The reactants are [C:1](OC(=O)C)(=[O:3])[CH3:2].[NH2:8][C:9]1[C:10]([N:16]([CH2:21][C:22]2[CH:27]=[CH:26][CH:25]=[CH:24][CH:23]=2)[CH2:17][C@H:18]([OH:20])[CH3:19])=[N:11][C:12]([Br:15])=[CH:13][CH:14]=1.N1C=CC=CC=1. The catalyst is ClCCl. The product is [CH2:21]([N:16]([CH2:17][C@H:18]([OH:20])[CH3:19])[C:10]1[C:9]([NH:8][C:1](=[O:3])[CH3:2])=[CH:14][CH:13]=[C:12]([Br:15])[N:11]=1)[C:22]1[CH:23]=[CH:24][CH:25]=[CH:26][CH:27]=1. The yield is 0.560.